From a dataset of Reaction yield outcomes from USPTO patents with 853,638 reactions. Predict the reaction yield, written as a fraction of the theoretical maximum amount of product (1.0 means a 100% yield; for example, 0.34 means a 34% yield). (1) The reactants are [CH3:1][O:2][C:3]1[CH:4]=[C:5]2[C:10](=[CH:11][CH:12]=1)[C:9]([CH:13]1[CH2:18][CH2:17][N:16]([S:19]([C:22]3[N:23]=[CH:24][N:25]([CH3:27])[CH:26]=3)(=[O:21])=[O:20])[CH2:15][CH2:14]1)=[N:8][CH2:7][CH2:6]2.[BH4-].[Na+]. The catalyst is CO.O.C([O-])(O)=O.[Na+]. The product is [CH3:1][O:2][C:3]1[CH:4]=[C:5]2[C:10](=[CH:11][CH:12]=1)[CH:9]([CH:13]1[CH2:18][CH2:17][N:16]([S:19]([C:22]3[N:23]=[CH:24][N:25]([CH3:27])[CH:26]=3)(=[O:21])=[O:20])[CH2:15][CH2:14]1)[NH:8][CH2:7][CH2:6]2. The yield is 0.710. (2) The reactants are CC1(C)OB([C:7]2[CH:12]=[CH:11][C:10]([C:13]([N:15]3[CH2:20][CH2:19][N:18]([C:21]([O:23][C:24]([CH3:27])([CH3:26])[CH3:25])=[O:22])[CH2:17][CH2:16]3)=[O:14])=[CH:9][CH:8]=2)OC1(C)C.Br[C:32]1[CH:41]=[CH:40][C:35]2[N:36]([CH3:39])[CH:37]=[N:38][C:34]=2[CH:33]=1.C(=O)([O-])[O-].[Na+].[Na+].C1(C)C=CC=CC=1. The catalyst is O.C1C=CC([P]([Pd]([P](C2C=CC=CC=2)(C2C=CC=CC=2)C2C=CC=CC=2)([P](C2C=CC=CC=2)(C2C=CC=CC=2)C2C=CC=CC=2)[P](C2C=CC=CC=2)(C2C=CC=CC=2)C2C=CC=CC=2)(C2C=CC=CC=2)C2C=CC=CC=2)=CC=1.C(O)C. The product is [CH3:39][N:36]1[C:35]2[CH:40]=[CH:41][C:32]([C:7]3[CH:12]=[CH:11][C:10]([C:13]([N:15]4[CH2:16][CH2:17][N:18]([C:21]([O:23][C:24]([CH3:25])([CH3:27])[CH3:26])=[O:22])[CH2:19][CH2:20]4)=[O:14])=[CH:9][CH:8]=3)=[CH:33][C:34]=2[N:38]=[CH:37]1. The yield is 0.950. (3) The reactants are C(O[CH:5]([C:7]1[CH:12]=[C:11]([O:13][C:14](=[O:16])[CH3:15])[CH:10]=[C:9]([O:17][C:18](=[O:20])[CH3:19])[CH:8]=1)[CH3:6])(=O)C. The catalyst is C1(C)C=CC=CC=1. The product is [C:14]([O:13][C:11]1[CH:12]=[C:7]([CH:8]=[C:9]([O:17][C:18](=[O:20])[CH3:19])[CH:10]=1)[CH:5]=[CH2:6])(=[O:16])[CH3:15]. The yield is 0.420.